This data is from Experimentally validated miRNA-target interactions with 360,000+ pairs, plus equal number of negative samples. The task is: Binary Classification. Given a miRNA mature sequence and a target amino acid sequence, predict their likelihood of interaction. (1) Result: 0 (no interaction). The protein sequence of the target gene is MATTSTTGSTLLQPLSNAVQLPIDQVNFVVCQLFALLAAVWFRTYLHSSKTSSFIRHVVATLLGLYLAFFCFGWYALHFLVQSGISYCIMIIAGVESMQQCCFVFALGYLSVCQITRVYIFDYGQYSADFSGPMMIITQKITSLAYEIHDGMFRKDEELTPSQRGLAVRRMPSLLEYVSYTCNFMGILAGPLCSYKDYIAFIEGRASHVAQPSENGKDEQHGKADPSPNAAVTEKLLVCGLSLLFHLTISNMLPVEYNIDEHFQATASWPTKATYLYVSLLAARPKYYFAWTLADAINNA.... The miRNA is hsa-miR-548ae-3p with sequence CAAAAACUGCAAUUACUUUCA. (2) The miRNA is mmu-miR-664-3p with sequence UAUUCAUUUACUCCCCAGCCUA. The protein sequence of the target gene is MSRRVVRQSKFRHVFGQAAKADQAYEDIRVSKVTWDSSFCAVNPKFLAIIVEAGGGGAFIVLPLAKTGRVDKNYPLVTGHTAPVLDIDWCPHNDNVIASASDDTTIMVWQIPDYTPMRNITEPIITLEGHSKRVGILSWHPTARNVLLSAGGDNVIIIWNVGTGEVLLSLDDMHPDVIHSVCWNSNGSLLATTCKDKTLRIIDPRKGQVVAEQARPHEGARPLRAVFTADGKLLSTGFSRMSERQLALWDPNNFEEPVALQEMDTSNGVLLPFYDPDSSIVYLCGKGDSSIRYFEITDEP.... Result: 0 (no interaction). (3) The miRNA is mmu-miR-292a-5p with sequence ACUCAAACUGGGGGCUCUUUUG. The protein sequence of the target gene is MAAIAASEVLVDSAEEGSLAAAAELAAQKREQRLRKFRELHLMRNEARKLNHQEVVEEDKRLKLPANWEAKKARLEWELKEEEKKKECAARGEDYEKVKLLEISAEDAERWERKKKRKNPDLGFSDYAAAQLRQYHRLTKQIKPDMETYERLREKHGEEFFPTSNSLLHGTHVPSTEEIDRMVIDLEKQIEKRDKYSRRRPYNDDADIDYINERNAKFNKKAERFYGKYTAEIKQNLERGTAV. Result: 0 (no interaction). (4) The miRNA is hsa-miR-143-3p with sequence UGAGAUGAAGCACUGUAGCUC. The protein sequence of the target gene is MLGKGGVGGGGGTKAPKPSFVSYVRPEEIHTDEKEVTEKEVTLHLLPGEQLLCEASTVLKYVQEDSCQRGVYGRLVCTDFKISFLGDEDSALDNGGEAQFKNKIIGVNDVPLHCVDQIYGVFDEKKKPLFGQLKKYPEKLVIHCKDLRVLHFCLRYTKEEEVKRIVSGIIHHTQSPKLLKRLFLFSYAAAVHGTATDSRNCTVMFDTPKDWCWELERTKGSVKYRTVSVNEGYRVSDRLPAYFVVPTPLPEDDVRRFQGHGIPIWCWSCHNGSALLKMSALPKEQDDGALQVQKSFLDGI.... Result: 0 (no interaction). (5) The miRNA is hsa-miR-515-5p with sequence UUCUCCAAAAGAAAGCACUUUCUG. The protein sequence of the target gene is MAPKFPDSVEELRAAGNESFRNGQYAEASALYGRALRVLQAQGSSDPEEESVLYSNRAACHLKDGNCRDCIKDCTSALALVPFSIKPLLRRASAYEALEKYPMAYVDYKTVLQIDDNVTSAVEGINRMTRALMDSLGPEWRLKLPSIPLVPVSAQKRWNSLPSENHKEMAKSKSKETTATKNRVPSAGDVEKARVLKEEGNELVKKGNHKKAIEKYSESLLCSNLESATYSNRALCYLVLKQYTEAVKDCTEALKLDGKNVKAFYRRAQAHKALKDYKSSFADISNLLQIEPRNGPAQKL.... Result: 0 (no interaction). (6) The miRNA is hsa-miR-3121-3p with sequence UAAAUAGAGUAGGCAAAGGACA. The protein sequence of the target gene is MMSIRQRREIRATEVSEDFPAQEENVKLENKLPSGCTSRRLWKILSLTIGGTIALCIGLLTSVYLATLHENDLWFSNIKEVEREISFRTECGLYYSYYKQMLQAPTLVQGFHGLIYDNKTESMKTINLLQRMNIYQEVFLSILYRVLPIQKYLEPVYFYIYTLFGLQAIYVTALYITSWLLSGTWLSGLLAAFWYVTNRIDTTRVEFTIPLRENWALPFFAIQIAAITYFLRPNLQPLSERLTLLAIFISTFLFSLTWQFNQFMMLMQALVLFTLDSLDMLPAVKATWLYGIQITSLLLV.... Result: 1 (interaction).